This data is from Full USPTO retrosynthesis dataset with 1.9M reactions from patents (1976-2016). The task is: Predict the reactants needed to synthesize the given product. Given the product [CH3:19][O:18][C:8]1[C:7]2[N:6]([N:5]=[CH:4][C:3]=2[C:1]#[C:2][C:21]2[CH:22]=[N:23][N:24]([C:27]3[CH:28]=[CH:29][CH:30]=[CH:31][CH:32]=3)[C:25]=2[CH3:26])[CH:11]=[C:10]([C:12]2[CH:13]=[N:14][N:15]([CH3:17])[CH:16]=2)[CH:9]=1, predict the reactants needed to synthesize it. The reactants are: [C:1]([C:3]1[CH:4]=[N:5][N:6]2[CH:11]=[C:10]([C:12]3[CH:13]=[N:14][N:15]([CH3:17])[CH:16]=3)[CH:9]=[C:8]([O:18][CH3:19])[C:7]=12)#[CH:2].I[C:21]1[CH:22]=[N:23][N:24]([C:27]2[CH:32]=[CH:31][CH:30]=[CH:29][CH:28]=2)[C:25]=1[CH3:26].O1C=CC=C1P(C1OC=CC=1)C1OC=CC=1.C(NC(C)C)(C)C.